From a dataset of Forward reaction prediction with 1.9M reactions from USPTO patents (1976-2016). Predict the product of the given reaction. Given the reactants Cl.Cl[C:3]1[N:8]=[CH:7][N:6]=[C:5]([N:9]2[C:13](=[O:14])[C:12]([N:15]3[CH:19]=[CH:18][N:17]=[N:16]3)=[CH:11][NH:10]2)[CH:4]=1.Cl.[F:21][C:22]1([F:28])[CH2:27][CH2:26][NH:25][CH2:24][CH2:23]1.C(N(C(C)C)C(C)C)C, predict the reaction product. The product is: [F:21][C:22]1([F:28])[CH2:27][CH2:26][N:25]([C:3]2[N:8]=[CH:7][N:6]=[C:5]([N:9]3[C:13](=[O:14])[C:12]([N:15]4[CH:19]=[CH:18][N:17]=[N:16]4)=[CH:11][NH:10]3)[CH:4]=2)[CH2:24][CH2:23]1.